From a dataset of Reaction yield outcomes from USPTO patents with 853,638 reactions. Predict the reaction yield, written as a fraction of the theoretical maximum amount of product (1.0 means a 100% yield; for example, 0.34 means a 34% yield). (1) The reactants are [Cl:1][C:2]1[CH:3]=[C:4]([NH:16][C:17]2[C:26]3[C:21](=[CH:22][CH:23]=[CH:24][C:25]=3[O:27][C@@H:28]([CH3:33])[CH2:29][N:30]([CH3:32])[CH3:31])[N:20]=[CH:19][N:18]=2)[CH:5]=[CH:6][C:7]=1[O:8][CH2:9][C:10]1[CH:15]=NC=CN=1.[F:34][C:35]1C=C([CH:40]=[CH:41][CH:42]=1)CCl. No catalyst specified. The product is [Cl:1][C:2]1[CH:3]=[C:4]([NH:16][C:17]2[C:26]3[C:21](=[CH:22][CH:23]=[CH:24][C:25]=3[O:27][C@@H:28]([CH3:33])[CH2:29][N:30]([CH3:32])[CH3:31])[N:20]=[CH:19][N:18]=2)[CH:5]=[CH:6][C:7]=1[O:8][CH2:9][C:10]1[CH:40]=[CH:41][CH:42]=[C:35]([F:34])[CH:15]=1. The yield is 0.220. (2) The product is [Br:33][C:34]1[CH:41]=[CH:40][C:37]([CH2:38][C:10]([C:7]2[CH:8]=[CH:9][C:4]([F:3])=[C:5]([C:29]([F:32])([F:30])[F:31])[CH:6]=2)([C:15]2[CH:20]=[C:19]([O:21][C:22]([F:26])([F:27])[CH:23]([F:24])[F:25])[CH:18]=[C:17]([F:28])[CH:16]=2)[C:11]([O:13][CH3:14])=[O:12])=[CH:36][CH:35]=1. The yield is 1.00. The reactants are [H-].[Na+].[F:3][C:4]1[CH:9]=[CH:8][C:7]([CH:10]([C:15]2[CH:20]=[C:19]([O:21][C:22]([F:27])([F:26])[CH:23]([F:25])[F:24])[CH:18]=[C:17]([F:28])[CH:16]=2)[C:11]([O:13][CH3:14])=[O:12])=[CH:6][C:5]=1[C:29]([F:32])([F:31])[F:30].[Br:33][C:34]1[CH:41]=[CH:40][C:37]([CH2:38]Br)=[CH:36][CH:35]=1. The catalyst is CN(C=O)C. (3) The reactants are [CH2:1]([O:8][C:9]1[CH:18]=[C:17]2[C:12]([C:13](O)=[CH:14][CH:15]=[N:16]2)=[CH:11][C:10]=1[O:20][CH3:21])[C:2]1[CH:7]=[CH:6][CH:5]=[CH:4][CH:3]=1.C(=O)([O-])[O-].[Na+].[Na+].C(=O)(O)[O-].[Na+].P(Cl)(Cl)([Cl:35])=O. No catalyst specified. The product is [CH2:1]([O:8][C:9]1[CH:18]=[C:17]2[C:12]([C:13]([Cl:35])=[CH:14][CH:15]=[N:16]2)=[CH:11][C:10]=1[O:20][CH3:21])[C:2]1[CH:7]=[CH:6][CH:5]=[CH:4][CH:3]=1. The yield is 0.950. (4) The reactants are [C:1]([C:4]1[CH:12]=[CH:11][C:7]([CH2:8][CH2:9][Cl:10])=[CH:6][CH:5]=1)(O)=[O:2].C(Cl)(=O)C(Cl)=O.C(O)(C)(C)C.O.[NH3:25]. The catalyst is ClCCl.CN(C)C=O.O1CCCC1. The product is [C:1]([C:4]1[CH:12]=[CH:11][C:7]([CH2:8][CH2:9][Cl:10])=[CH:6][CH:5]=1)(=[O:2])[NH2:25]. The yield is 0.920. (5) The reactants are [Cl:1][C:2]1[C:3]([N:12]2[CH:16]=[C:15]([CH:17]([CH:19]3[CH2:24][CH2:23][CH2:22][CH2:21][CH2:20]3)O)[C:14]([CH3:25])=[N:13]2)=[N:4][CH:5]=[C:6]([C:8]([F:11])([F:10])[F:9])[CH:7]=1.[NH2:26][C:27]1[CH:32]=[CH:31][C:30]([C:33]([NH:35][CH2:36][CH2:37][C:38]([O:40]CC)=[O:39])=[O:34])=[CH:29][CH:28]=1. No catalyst specified. The product is [Cl:1][C:2]1[C:3]([N:12]2[CH:16]=[C:15]([CH:17]([NH:26][C:27]3[CH:28]=[CH:29][C:30]([C:33]([NH:35][CH2:36][CH2:37][C:38]([OH:40])=[O:39])=[O:34])=[CH:31][CH:32]=3)[CH:19]3[CH2:24][CH2:23][CH2:22][CH2:21][CH2:20]3)[C:14]([CH3:25])=[N:13]2)=[N:4][CH:5]=[C:6]([C:8]([F:11])([F:10])[F:9])[CH:7]=1. The yield is 0.100. (6) The reactants are Cl[C:2]1[CH:11]=[C:10]([CH3:12])[C:9]2[C:4](=[CH:5][CH:6]=[CH:7][CH:8]=2)[N:3]=1.[NH2:13][CH:14]1[CH2:19][CH2:18][CH2:17][CH:16]([NH2:20])[CH2:15]1. The catalyst is N1C=CC=CC=1. The product is [CH3:12][C:10]1[C:9]2[C:4](=[CH:5][CH:6]=[CH:7][CH:8]=2)[N:3]=[C:2]([NH:13][CH:14]2[CH2:19][CH2:18][CH2:17][CH:16]([NH2:20])[CH2:15]2)[CH:11]=1. The yield is 0.840. (7) The product is [Br-:9].[NH2:1][C:2]1[CH:7]=[CH:6][C:5]([F:8])=[CH:4][N+:3]=1[CH:10]([C:11](=[O:17])[C:12]([O:14][CH2:15][CH3:16])=[O:13])[CH3:18]. The reactants are [NH2:1][C:2]1[CH:7]=[CH:6][C:5]([F:8])=[CH:4][N:3]=1.[Br:9][CH:10]([CH3:18])[C:11](=[O:17])[C:12]([O:14][CH2:15][CH3:16])=[O:13]. The yield is 0.820. The catalyst is COCCOC. (8) The reactants are [CH3:1][C:2]1[C:6]([C:7]([O:9][CH3:10])=[O:8])=[CH:5][NH:4][N:3]=1.[CH3:11][O:12][C:13]1[CH:18]=[CH:17][C:16](B(O)O)=[CH:15][CH:14]=1. No catalyst specified. The product is [CH3:11][O:12][C:13]1[CH:18]=[CH:17][C:16]([N:4]2[CH:5]=[C:6]([C:7]([O:9][CH3:10])=[O:8])[C:2]([CH3:1])=[N:3]2)=[CH:15][CH:14]=1. The yield is 0.650. (9) The reactants are [F:1][C:2]1[CH:7]=[CH:6][CH:5]=[C:4]([OH:8])[C:3]=1[OH:9].[C:10](Cl)(Cl)=[S:11].[OH-].[Na+]. The catalyst is C(Cl)(Cl)Cl. The product is [F:1][C:2]1[C:3]2[O:9][C:10](=[S:11])[O:8][C:4]=2[CH:5]=[CH:6][CH:7]=1. The yield is 0.770. (10) The product is [N:21]1([CH2:20][CH2:19][O:18][C:17]2[CH:27]=[CH:28][C:14]([O:13][C:9]3[C:8]([C:29]4[CH:34]=[CH:33][C:32]([S:35]([CH2:38][C:39]([F:40])([F:41])[F:42])(=[O:36])=[O:37])=[CH:31][CH:30]=4)=[CH:7][CH:6]=[C:5]4[C:10]=3[CH:11]=[CH:12][C:3]([OH:2])=[CH:4]4)=[CH:15][CH:16]=2)[CH2:26][CH2:25][CH2:24][CH2:23][CH2:22]1. The yield is 0.640. The reactants are C[O:2][C:3]1[CH:4]=[C:5]2[C:10](=[CH:11][CH:12]=1)[C:9]([O:13][C:14]1[CH:28]=[CH:27][C:17]([O:18][CH2:19][CH2:20][N:21]3[CH2:26][CH2:25][CH2:24][CH2:23][CH2:22]3)=[CH:16][CH:15]=1)=[C:8]([C:29]1[CH:34]=[CH:33][C:32]([S:35]([CH2:38][C:39]([F:42])([F:41])[F:40])(=[O:37])=[O:36])=[CH:31][CH:30]=1)[CH:7]=[CH:6]2.Cl.C(OCC)C.B(Br)(Br)Br.C(=O)(O)[O-].[Na+]. The catalyst is ClCCl.